From a dataset of Forward reaction prediction with 1.9M reactions from USPTO patents (1976-2016). Predict the product of the given reaction. (1) Given the reactants [C:1]1([CH:7]2[O:11][N:10]=[C:9]([C:12]3[N:13]=[C:14]([C:17]4[CH2:18][CH2:19][N:20](CC5C=CC=CC=5)[CH2:21][CH:22]=4)[S:15][CH:16]=3)[CH2:8]2)[CH:6]=[CH:5][CH:4]=[CH:3][CH:2]=1.[Cl:30]C(OC(Cl)C)=O, predict the reaction product. The product is: [ClH:30].[C:1]1([CH:7]2[O:11][N:10]=[C:9]([C:12]3[N:13]=[C:14]([C:17]4[CH2:18][CH2:19][NH:20][CH2:21][CH:22]=4)[S:15][CH:16]=3)[CH2:8]2)[CH:2]=[CH:3][CH:4]=[CH:5][CH:6]=1. (2) Given the reactants O[CH2:2][CH2:3][O:4][C:5]1[CH:6]=[CH:7][C:8]([C:17]2[NH:26][C:25](=[O:27])[C:24]3[C:19](=[CH:20][C:21]([O:30][CH3:31])=[CH:22][C:23]=3[O:28][CH3:29])[N:18]=2)=[N:9][C:10]=1[C:11]1[CH:16]=[CH:15][CH:14]=[CH:13][CH:12]=1.C1C=CC(P(C2C=CC=CC=2)C2C=CC=CC=2)=CC=1.C(Br)(Br)(Br)[Br:52], predict the reaction product. The product is: [Br:52][CH2:2][CH2:3][O:4][C:5]1[CH:6]=[CH:7][C:8]([C:17]2[NH:26][C:25](=[O:27])[C:24]3[C:19](=[CH:20][C:21]([O:30][CH3:31])=[CH:22][C:23]=3[O:28][CH3:29])[N:18]=2)=[N:9][C:10]=1[C:11]1[CH:16]=[CH:15][CH:14]=[CH:13][CH:12]=1. (3) Given the reactants C([O:5][C:6](=[O:38])[C:7]([CH3:37])([O:9][C:10]1[CH:36]=[CH:35][C:13]([C:14]([O:16][CH2:17][C:18]2[N:19]=[N:20][N:21]([CH2:23][C:24]3[CH:29]=[CH:28][C:27]([O:30][C:31]([F:34])([F:33])[F:32])=[CH:26][CH:25]=3)[CH:22]=2)=[O:15])=[CH:12][CH:11]=1)[CH3:8])(C)(C)C.Cl, predict the reaction product. The product is: [CH3:37][C:7]([O:9][C:10]1[CH:36]=[CH:35][C:13]([C:14]([O:16][CH2:17][C:18]2[N:19]=[N:20][N:21]([CH2:23][C:24]3[CH:25]=[CH:26][C:27]([O:30][C:31]([F:33])([F:34])[F:32])=[CH:28][CH:29]=3)[CH:22]=2)=[O:15])=[CH:12][CH:11]=1)([CH3:8])[C:6]([OH:38])=[O:5]. (4) Given the reactants [C:1]([O:5][C:6]([NH:8][C:9]1[S:10][CH:11]=[C:12](/[C:14](=[N:25]/[O:26][C:27]([CH3:36])([CH3:35])[C:28]([O:30][C:31]([CH3:34])([CH3:33])[CH3:32])=[O:29])/[C:15]([NH:17][C@@H:18]2[C:21](=[O:22])[NH:20][C@@H:19]2[CH2:23]I)=[O:16])[N:13]=1)=[O:7])([CH3:4])([CH3:3])[CH3:2].[N-:37]=[N+:38]=[N-:39].C([N+](CCCC)(CCCC)CCCC)CCC, predict the reaction product. The product is: [N:37]([CH2:23][C@@H:19]1[C@H:18]([NH:17][C:15](=[O:16])/[C:14](=[N:25]\[O:26][C:27]([CH3:36])([CH3:35])[C:28]([O:30][C:31]([CH3:34])([CH3:33])[CH3:32])=[O:29])/[C:12]2[N:13]=[C:9]([NH:8][C:6]([O:5][C:1]([CH3:4])([CH3:3])[CH3:2])=[O:7])[S:10][CH:11]=2)[C:21](=[O:22])[NH:20]1)=[N+:38]=[N-:39]. (5) Given the reactants [C:1]([C:3]1[CH:8]=[CH:7][CH:6]=[CH:5][C:4]=1[CH2:9][CH2:10][C:11](O)=[O:12])#[N:2].C(Cl)(=O)C(Cl)=O.[BH4-].[Na+], predict the reaction product. The product is: [OH:12][CH2:11][CH2:10][CH2:9][C:4]1[CH:5]=[CH:6][CH:7]=[CH:8][C:3]=1[C:1]#[N:2]. (6) Given the reactants Cl[C:2]1[CH:7]=[CH:6][N:5]=[C:4]2[NH:8][CH:9]=[CH:10][C:3]=12.O.[CH3:12][N:13](C)C=O, predict the reaction product. The product is: [NH:8]1[C:4]2[N:5]=[CH:6][CH:7]=[C:2]([C:12]#[N:13])[C:3]=2[CH:10]=[CH:9]1. (7) Given the reactants Cl[CH2:2][C:3]([N:5]1[CH2:10][CH2:9][N:8]([S:11]([C:14]2[CH:23]=[CH:22][C:21]3[C:16](=[CH:17][CH:18]=[CH:19][CH:20]=3)[CH:15]=2)(=[O:13])=[O:12])[CH2:7][CH2:6]1)=[O:4].[F:24][C:25]([F:38])([F:37])[C:26]1[CH:31]=[CH:30][C:29]([CH2:32]CC(O)=O)=[CH:28][CH:27]=1.CCN(C(C)C)C(C)C.CN(C(ON1N=NC2C=CC=NC1=2)=[N+](C)C)C.F[P-](F)(F)(F)(F)F, predict the reaction product. The product is: [CH:15]1[C:16]2[C:21](=[CH:20][CH:19]=[CH:18][CH:17]=2)[CH:22]=[CH:23][C:14]=1[S:11]([N:8]1[CH2:9][CH2:10][N:5]([C:3](=[O:4])[CH2:2][CH2:32][C:29]2[CH:28]=[CH:27][C:26]([C:25]([F:24])([F:37])[F:38])=[CH:31][CH:30]=2)[CH2:6][CH2:7]1)(=[O:13])=[O:12]. (8) Given the reactants [Br:1][C:2]1[CH:3]=[C:4]([SH:8])[CH:5]=[CH:6][CH:7]=1.[OH-].[K+].[CH2:11]([O:13][CH:14]([O:17][CH2:18][CH3:19])[CH2:15]Br)[CH3:12], predict the reaction product. The product is: [Br:1][C:2]1[CH:3]=[C:4]([S:8][CH2:15][CH:14]([O:17][CH2:18][CH3:19])[O:13][CH2:11][CH3:12])[CH:5]=[CH:6][CH:7]=1. (9) Given the reactants C(OC([NH:8][CH:9]1[CH2:14][CH2:13][CH:12]([NH:15][C:16]2[CH:25]=[CH:24][CH:23]=[C:22]3[C:17]=2[C:18]([CH:26]=[CH2:27])=[CH:19][N:20]=[CH:21]3)[CH2:11][CH2:10]1)=O)(C)(C)C.[ClH:28].CO, predict the reaction product. The product is: [ClH:28].[CH:26]([C:18]1[C:17]2[C:22](=[CH:23][CH:24]=[CH:25][C:16]=2[NH:15][CH:12]2[CH2:13][CH2:14][CH:9]([NH2:8])[CH2:10][CH2:11]2)[CH:21]=[N:20][CH:19]=1)=[CH2:27]. (10) The product is: [N:19]1[CH:20]=[CH:21][CH:22]=[C:17]([C:16]2[C:10]3[CH2:9][NH:8][CH2:13][CH2:12][C:11]=3[NH:14][N:15]=2)[N:18]=1. Given the reactants C(OC([N:8]1[CH2:13][CH2:12][C:11]2[N:14](COCC[Si](C)(C)C)[N:15]=[C:16]([C:17]3[N:18]=[N:19][CH:20]=[CH:21][CH:22]=3)[C:10]=2[CH2:9]1)=O)(C)(C)C.C(O)(C(F)(F)F)=O, predict the reaction product.